Dataset: Catalyst prediction with 721,799 reactions and 888 catalyst types from USPTO. Task: Predict which catalyst facilitates the given reaction. (1) Reactant: [C:1]([O:5][C:6]([N:8]([CH3:24])[C:9]1([CH3:23])[CH2:12][N:11](C(OCC2C=CC=CC=2)=O)[CH2:10]1)=[O:7])([CH3:4])([CH3:3])[CH3:2].[H][H]. Product: [CH3:24][N:8]([C:9]1([CH3:23])[CH2:10][NH:11][CH2:12]1)[C:6](=[O:7])[O:5][C:1]([CH3:4])([CH3:2])[CH3:3]. The catalyst class is: 19. (2) The catalyst class is: 5. Reactant: [CH3:1][N:2]([CH2:4][C:5]1[C:13]2[O:12][N:11]=[C:10]([CH2:14][CH2:15][CH:16]3[CH2:21][CH2:20][N:19]([CH2:22][C:23]4[CH:28]=[CH:27][CH:26]=[C:25]([CH3:29])[N:24]=4)[CH2:18][CH2:17]3)[C:9]=2[CH:8]=[CH:7][C:6]=1[O:30][CH2:31][CH:32]1[CH2:34][CH2:33]1)[CH3:3].[C:35]([OH:42])(=[O:41])/[CH:36]=[CH:37]/[C:38]([OH:40])=[O:39]. Product: [C:35]([OH:42])(=[O:41])/[CH:36]=[CH:37]/[C:38]([OH:40])=[O:39].[C:35]([OH:42])(=[O:41])/[CH:36]=[CH:37]/[C:38]([OH:40])=[O:39].[CH3:1][N:2]([CH2:4][C:5]1[C:13]2[O:12][N:11]=[C:10]([CH2:14][CH2:15][CH:16]3[CH2:17][CH2:18][N:19]([CH2:22][C:23]4[CH:28]=[CH:27][CH:26]=[C:25]([CH3:29])[N:24]=4)[CH2:20][CH2:21]3)[C:9]=2[CH:8]=[CH:7][C:6]=1[O:30][CH2:31][CH:32]1[CH2:33][CH2:34]1)[CH3:3].